This data is from Experimentally validated miRNA-target interactions with 360,000+ pairs, plus equal number of negative samples. The task is: Binary Classification. Given a miRNA mature sequence and a target amino acid sequence, predict their likelihood of interaction. The miRNA is hsa-miR-1226-5p with sequence GUGAGGGCAUGCAGGCCUGGAUGGGG. The protein sequence of the target gene is MQLEIQVALNFIISYLYNKLPRRRVNIFGEELERLLKKKYEGHWYPEKPYKGSGFRCIHIGEKVDPVIEQASKESGLDIDDVRGNLPQDLSVWIDPFEVSYQIGEKGPVKVLYVDDNNENGCELDKEIKNSFNPEAQVFMPISDPASSVSSSPSPPFGHSAAVSPTFMPRSTQPLTFTTATFAATKFGSTKMKNSGRSNKVARTSPINLGLNVNDLLKQKAISSSMHSLYGLGLGSQQQPQQQQQPAQPPPPPPPPQQQQQQKTSALSPNAKEFIFPNMQGQGSSTNGMFPGDSPLNLSP.... Result: 0 (no interaction).